This data is from Forward reaction prediction with 1.9M reactions from USPTO patents (1976-2016). The task is: Predict the product of the given reaction. (1) Given the reactants [Cl:1][C:2]1[C:3]([CH:11]([CH3:13])[CH3:12])=[N:4][NH:5][C:6]=1[C:7]([F:10])([F:9])[F:8].C([O-])([O-])=O.[K+].[K+].[Cl:20][C:21]1[CH:26]=[CH:25][C:24]([N:27]2[CH2:32][CH2:31][N:30]([C:33](=[O:35])[CH3:34])[CH2:29][CH2:28]2)=[CH:23][C:22]=1[O:36][CH3:37].CN(C=O)C, predict the reaction product. The product is: [Cl:1][C:2]1[C:3]([CH:11]([CH3:13])[CH3:12])=[N:4][N:5]([CH2:34][C:33]([N:30]2[CH2:29][CH2:28][N:27]([C:24]3[CH:25]=[CH:26][C:21]([Cl:20])=[C:22]([O:36][CH3:37])[CH:23]=3)[CH2:32][CH2:31]2)=[O:35])[C:6]=1[C:7]([F:8])([F:10])[F:9]. (2) Given the reactants Cl.[NH2:2][C@H:3]1[CH2:7][CH2:6][N:5]([CH2:8][C:9]2[CH:18]=[C:17]3[C:12]([CH:13]=[CH:14][N:15]=[C:16]3[Cl:19])=[CH:11][CH:10]=2)[C:4]1=[O:20].C(N(CC)CC)C.[S:28]1[C:36]2[C:31](=[N:32][CH:33]=[CH:34][CH:35]=2)[CH:30]=[C:29]1[S:37](Cl)(=[O:39])=[O:38], predict the reaction product. The product is: [Cl:19][C:16]1[C:17]2[C:12](=[CH:11][CH:10]=[C:9]([CH2:8][N:5]3[CH2:6][CH2:7][C@H:3]([NH:2][S:37]([C:29]4[S:28][C:36]5[C:31](=[N:32][CH:33]=[CH:34][CH:35]=5)[CH:30]=4)(=[O:38])=[O:39])[C:4]3=[O:20])[CH:18]=2)[CH:13]=[CH:14][N:15]=1.